From a dataset of Full USPTO retrosynthesis dataset with 1.9M reactions from patents (1976-2016). Predict the reactants needed to synthesize the given product. (1) Given the product [CH:21]1([C:19]([N:16]2[CH2:17][CH2:18][C@@H:14]([CH2:13][C:12]3[N:8]([C:5]4[CH:6]=[CH:7][C:2]([C:31]5[CH:32]=[CH:33][N:28]6[CH:27]=[CH:26][N:25]=[C:29]6[CH:30]=5)=[CH:3][CH:4]=4)[C:9](=[O:24])[NH:10][N:11]=3)[CH2:15]2)=[O:20])[CH2:23][CH2:22]1, predict the reactants needed to synthesize it. The reactants are: Br[C:2]1[CH:7]=[CH:6][C:5]([N:8]2[C:12]([CH2:13][C@@H:14]3[CH2:18][CH2:17][N:16]([C:19]([CH:21]4[CH2:23][CH2:22]4)=[O:20])[CH2:15]3)=[N:11][NH:10][C:9]2=[O:24])=[CH:4][CH:3]=1.[N:25]1[CH:26]=[CH:27][N:28]2[CH:33]=[CH:32][C:31](B(O)O)=[CH:30][C:29]=12.P([O-])([O-])([O-])=O.[K+].[K+].[K+]. (2) Given the product [Cl:12][C:13]1[CH:18]=[C:17]([Cl:19])[CH:16]=[CH:15][C:14]=1[N:20]=[C:21]1[N:8]([CH2:7][CH:2]2[CH2:3][CH2:4][CH2:5][CH2:6]2)[CH2:9][CH2:10][S:22]1, predict the reactants needed to synthesize it. The reactants are: [Cl-].[CH:2]1([CH2:7][NH2+:8][CH2:9][CH2:10]Cl)[CH2:6][CH2:5][CH2:4][CH2:3]1.[Cl:12][C:13]1[CH:18]=[C:17]([Cl:19])[CH:16]=[CH:15][C:14]=1[N:20]=[C:21]=[S:22]. (3) The reactants are: [S:1](Cl)([CH3:4])(=[O:3])=[O:2].C(N(CC)CC)C.[CH2:13]([OH:20])[C:14]1[CH:19]=[CH:18][CH:17]=[CH:16][CH:15]=1. Given the product [CH2:13]([O:20][S:1]([CH3:4])(=[O:3])=[O:2])[C:14]1[CH:19]=[CH:18][CH:17]=[CH:16][CH:15]=1, predict the reactants needed to synthesize it. (4) The reactants are: [NH:1]([C:3]1[CH:10]=[CH:9][C:6]([C:7]#[N:8])=[C:5]([NH:11][CH:12]2[CH2:17][CH2:16][O:15][CH2:14][CH2:13]2)[CH:4]=1)[NH2:2].C(O[C:21](=[C:23]([C:26]#[N:27])[C:24]#[N:25])[CH3:22])C. Given the product [NH2:27][C:26]1[N:1]([C:3]2[CH:10]=[CH:9][C:6]([C:7]#[N:8])=[C:5]([NH:11][CH:12]3[CH2:17][CH2:16][O:15][CH2:14][CH2:13]3)[CH:4]=2)[N:2]=[C:21]([CH3:22])[C:23]=1[C:24]#[N:25], predict the reactants needed to synthesize it. (5) Given the product [CH2:11]1[C:12]2[C:17](=[CH:18][C:7]([CH:6]=[O:5])=[CH:14][CH:13]=2)[CH2:16][CH2:15]1, predict the reactants needed to synthesize it. The reactants are: C[N+]1([O-])[CH2:7][CH2:6][O:5]CC1.N1[CH2:18][C:17]2[C:12](=[CH:13][CH:14]=[CH:15][CH:16]=2)[CH2:11][C@H]1C(O)=O.